From a dataset of Full USPTO retrosynthesis dataset with 1.9M reactions from patents (1976-2016). Predict the reactants needed to synthesize the given product. (1) The reactants are: [F:1][C:2]1[CH:3]=[C:4]([CH:26]=[CH:27][C:28]=1[O:29][CH3:30])[CH2:5][C:6]1[C:15]2[NH:16][C:17]3[CH:18]=[CH:19][CH:20]=[CH:21][C:22]=3[C:14]=2[C:13]2[C@@H:12]([OH:23])[CH2:11][C:10]([CH3:25])([CH3:24])[CH2:9][C:8]=2[N:7]=1.[C:31]([OH:38])(=[O:37])[CH2:32][CH2:33][C:34]([OH:36])=[O:35]. Given the product [C:31]([OH:38])(=[O:37])[CH2:32][CH2:33][C:34]([OH:36])=[O:35].[F:1][C:2]1[CH:3]=[C:4]([CH:26]=[CH:27][C:28]=1[O:29][CH3:30])[CH2:5][C:6]1[C:15]2[NH:16][C:17]3[CH:18]=[CH:19][CH:20]=[CH:21][C:22]=3[C:14]=2[C:13]2[C@@H:12]([OH:23])[CH2:11][C:10]([CH3:25])([CH3:24])[CH2:9][C:8]=2[N:7]=1, predict the reactants needed to synthesize it. (2) Given the product [C:45]([NH:1][C:2]1[N:7]=[CH:6][C:5]([N:8]([CH3:28])[C:9](=[O:27])[C:10]([C:13]2[CH:14]=[C:15]([C:23]([F:26])([F:24])[F:25])[CH:16]=[C:17]([C:19]([F:20])([F:21])[F:22])[CH:18]=2)([CH3:12])[CH3:11])=[C:4]([C:29]2[CH:34]=[CH:33][CH:32]=[CH:31][C:30]=2[CH3:35])[CH:3]=1)(=[O:47])[CH3:46], predict the reactants needed to synthesize it. The reactants are: [NH2:1][C:2]1[N:7]=[CH:6][C:5]([N:8]([CH3:28])[C:9](=[O:27])[C:10]([C:13]2[CH:18]=[C:17]([C:19]([F:22])([F:21])[F:20])[CH:16]=[C:15]([C:23]([F:26])([F:25])[F:24])[CH:14]=2)([CH3:12])[CH3:11])=[C:4]([C:29]2[CH:34]=[CH:33][CH:32]=[CH:31][C:30]=2[CH3:35])[CH:3]=1.C(N(C(C)C)C(C)C)C.[C:45](OC(=O)C)(=[O:47])[CH3:46]. (3) The reactants are: [CH3:1][C:2]1([CH3:10])[CH2:8][C:7](=[O:9])[O:6][C:4](=[O:5])[CH2:3]1.[CH2:11]1[CH2:16][CH2:15][CH2:14][CH2:13][CH2:12]1.[C:17]([O:20]CC)(=[O:19])C. Given the product [O:19]1[C:12]2[CH:13]=[CH:14][C:15]([C:7](=[O:9])[CH2:8][C:2]([CH3:1])([CH3:10])[CH2:3][C:4]([OH:6])=[O:5])=[CH:16][C:11]=2[O:20][CH2:17]1, predict the reactants needed to synthesize it. (4) The reactants are: [C:1]([O:5][C:6](=[O:24])[N:7]([C@H:9]([C:19]1[O:20]C=CC=1)[C@H:10]([CH3:18])[CH2:11][O:12][CH2:13][C:14]([OH:17])([CH3:16])[CH3:15])[CH3:8])([CH3:4])([CH3:3])[CH3:2].I([O-])(=O)(=O)=[O:26].[Na+]. Given the product [C:1]([O:5][C:6]([N:7]([CH3:8])[C@@H:9]([C@H:10]([CH3:18])[CH2:11][O:12][CH2:13][C:14]([OH:17])([CH3:15])[CH3:16])[C:19]([OH:20])=[O:26])=[O:24])([CH3:2])([CH3:3])[CH3:4], predict the reactants needed to synthesize it. (5) The reactants are: [CH2:1]([NH:3][CH2:4][CH3:5])[CH3:2].[F:6][C:7]1[CH:15]=[CH:14][C:13]([F:16])=[CH:12][C:8]=1[C:9](Cl)=[O:10]. Given the product [CH2:1]([N:3]([CH2:4][CH3:5])[C:9](=[O:10])[C:8]1[CH:12]=[C:13]([F:16])[CH:14]=[CH:15][C:7]=1[F:6])[CH3:2], predict the reactants needed to synthesize it. (6) Given the product [Cl:1][C:2]1[CH:3]=[C:4]([CH:8]=[CH:9][C:10]=1[Cl:11])[C:5]([NH:17][C:16]1[CH:18]=[CH:19][C:13]([F:12])=[C:14]([N+:20]([O-:22])=[O:21])[CH:15]=1)=[O:6], predict the reactants needed to synthesize it. The reactants are: [Cl:1][C:2]1[CH:3]=[C:4]([CH:8]=[CH:9][C:10]=1[Cl:11])[C:5](Cl)=[O:6].[F:12][C:13]1[CH:19]=[CH:18][C:16]([NH2:17])=[CH:15][C:14]=1[N+:20]([O-:22])=[O:21].C(N(CC)CC)C. (7) The reactants are: [C:1]([O:6][CH3:7])(=[O:5])[C:2]([CH3:4])=[CH2:3].[CH2:8](OCCCO)[C:9]1[CH:14]=[CH:13][CH:12]=[CH:11][CH:10]=1.[CH2:20](OC1C=CC(O)=CC=1)[C:21]1C=CC=CC=1. Given the product [C:1]([O:6][CH2:7][CH2:20][CH2:21][CH2:8][C:9]1[CH:10]=[CH:11][CH:12]=[CH:13][CH:14]=1)(=[O:5])[C:2]([CH3:4])=[CH2:3], predict the reactants needed to synthesize it.